Dataset: Full USPTO retrosynthesis dataset with 1.9M reactions from patents (1976-2016). Task: Predict the reactants needed to synthesize the given product. (1) Given the product [ClH:26].[CH3:1][NH:2][CH:10]1[CH2:11][CH2:12][CH:13]([N:16]2[CH2:17][CH2:18][N:19]([CH3:22])[CH2:20][CH2:21]2)[CH2:14][CH2:15]1, predict the reactants needed to synthesize it. The reactants are: [CH3:1][N:2]([CH:10]1[CH2:15][CH2:14][CH:13]([N:16]2[CH2:21][CH2:20][N:19]([CH3:22])[CH2:18][CH2:17]2)[CH2:12][CH2:11]1)C(=O)OC(C)(C)C.C([Cl:26])(=O)C. (2) Given the product [NH2:1][C:2]1([CH2:6][C:7]([NH2:13])=[O:9])[CH2:5][O:4][CH2:3]1, predict the reactants needed to synthesize it. The reactants are: [NH2:1][C:2]1([CH2:6][C:7]([O:9]CC)=O)[CH2:5][O:4][CH2:3]1.[OH-].[NH4+:13]. (3) The reactants are: [CH3:1][O:2][CH2:3][C:4]1[CH:11]=[CH:10][CH:9]=[CH:8][C:5]=1[CH2:6]O.C1(P(C2C=CC=CC=2)C2C=CC=CC=2)C=CC=CC=1.[Br:31]C(Br)(Br)Br. Given the product [CH3:1][O:2][CH2:3][C:4]1[CH:11]=[CH:10][CH:9]=[CH:8][C:5]=1[CH2:6][Br:31], predict the reactants needed to synthesize it. (4) The reactants are: [S:1]1[C:5]([CH2:6][O:7][C:8]([NH:10][CH2:11][CH2:12][CH2:13][NH:14][C:15](=[O:21])[O:16][C:17]([CH3:20])([CH3:19])[CH3:18])=[O:9])=[CH:4][N:3]=[CH:2]1.[H-].[Na+].Br[CH2:25][C:26]1[CH:35]=[CH:34][C:29]([C:30]([O:32][CH3:33])=[O:31])=[CH:28][CH:27]=1. Given the product [C:17]([O:16][C:15]([N:14]([CH2:25][C:26]1[CH:27]=[CH:28][C:29]([C:30]([O:32][CH3:33])=[O:31])=[CH:34][CH:35]=1)[CH2:13][CH2:12][CH2:11][N:10]([CH2:25][C:26]1[CH:35]=[CH:34][C:29]([C:30]([O:32][CH3:33])=[O:31])=[CH:28][CH:27]=1)[C:8]([O:7][CH2:6][C:5]1[S:1][CH:2]=[N:3][CH:4]=1)=[O:9])=[O:21])([CH3:18])([CH3:20])[CH3:19], predict the reactants needed to synthesize it. (5) Given the product [C:22]1([C:32]([N:9]2[C:8](=[O:13])[C:7]([C:1]3[CH:6]=[CH:5][CH:4]=[CH:3][CH:2]=3)([C:14]3[CH:15]=[CH:16][CH:17]=[CH:18][CH:19]=3)[NH:11][C:10]2=[O:12])=[O:33])[C:31]2[C:26](=[CH:27][CH:28]=[CH:29][CH:30]=2)[CH:25]=[CH:24][CH:23]=1, predict the reactants needed to synthesize it. The reactants are: [C:1]1([C:7]2([C:14]3[CH:19]=[CH:18][CH:17]=[CH:16][CH:15]=3)[NH:11][C:10](=[O:12])[NH:9][C:8]2=[O:13])[CH:6]=[CH:5][CH:4]=[CH:3][CH:2]=1.[H-].[Na+].[C:22]1([C:32](Cl)=[O:33])[C:31]2[C:26](=[CH:27][CH:28]=[CH:29][CH:30]=2)[CH:25]=[CH:24][CH:23]=1.O. (6) Given the product [O:4]=[C:3]([NH:5][C:6]1[CH:11]=[CH:10][CH:9]=[C:8]([C:12]2[CH:17]=[CH:16][N:15]=[CH:14][CH:13]=2)[CH:7]=1)[C@@H:2]([NH:1][CH2:36][C:37]([O:39][C:40]([CH3:43])([CH3:42])[CH3:41])=[O:38])[CH2:18][C:19]1[CH:24]=[CH:23][CH:22]=[CH:21][CH:20]=1, predict the reactants needed to synthesize it. The reactants are: [NH2:1][C@@H:2]([CH2:18][C:19]1[CH:24]=[CH:23][C:22](F)=[CH:21][CH:20]=1)[C:3]([NH:5][C:6]1[CH:11]=[CH:10][CH:9]=[C:8]([C:12]2[CH:17]=[CH:16][N:15]=[CH:14][CH:13]=2)[CH:7]=1)=[O:4].C(N(C(C)C)C(C)C)C.Br[CH2:36][C:37]([O:39][C:40]([CH3:43])([CH3:42])[CH3:41])=[O:38]. (7) Given the product [Cl:24][C:19]1[CH:18]=[C:17]([C:11]2([C:13]([F:16])([F:15])[F:14])[O:10][N:9]=[C:8]([C:4]3[S:5][C:6]([CH3:7])=[C:2]([C:25]#[N:26])[CH:3]=3)[CH2:12]2)[CH:22]=[C:21]([Cl:23])[CH:20]=1, predict the reactants needed to synthesize it. The reactants are: Br[C:2]1[CH:3]=[C:4]([C:8]2[CH2:12][C:11]([C:17]3[CH:22]=[C:21]([Cl:23])[CH:20]=[C:19]([Cl:24])[CH:18]=3)([C:13]([F:16])([F:15])[F:14])[O:10][N:9]=2)[S:5][C:6]=1[CH3:7].[CH3:25][N:26](C=O)C. (8) Given the product [F:25][C:10]([F:9])([S:21]([O-:24])(=[O:23])=[O:22])[C:11]([F:19])([F:20])[C:12]([F:18])([F:17])[C:13]([F:16])([F:15])[F:14].[CH2:1]([NH+:3]([CH2:6][CH3:7])[CH2:4][CH3:5])[CH3:2], predict the reactants needed to synthesize it. The reactants are: [CH2:1]([N:3]([CH2:6][CH3:7])[CH2:4][CH3:5])[CH3:2].Cl.[F:9][C:10]([F:25])([S:21]([O-:24])(=[O:23])=[O:22])[C:11]([F:20])([F:19])[C:12]([F:18])([F:17])[C:13]([F:16])([F:15])[F:14].[Na+].ClCCl. (9) Given the product [CH2:20]([C:18]1[N:17]=[N:16][N:15]([C:12]2[CH:11]=[CH:10][C:9]([C@@H:6]([NH2:5])[CH2:7][CH3:8])=[CH:14][CH:13]=2)[CH:19]=1)[CH2:21][C:22]1[CH:23]=[CH:24][CH:25]=[CH:26][CH:27]=1, predict the reactants needed to synthesize it. The reactants are: FC(F)(F)C([NH:5][C@H:6]([C:9]1[CH:14]=[CH:13][C:12]([N:15]2[CH:19]=[C:18]([CH2:20][CH2:21][C:22]3[CH:27]=[CH:26][CH:25]=[CH:24][CH:23]=3)[N:17]=[N:16]2)=[CH:11][CH:10]=1)[CH2:7][CH3:8])=O.[OH-].[Na+].